This data is from Forward reaction prediction with 1.9M reactions from USPTO patents (1976-2016). The task is: Predict the product of the given reaction. (1) Given the reactants [Cl:1][C:2]1[CH:9]=[CH:8][CH:7]=[C:6]([CH3:10])[C:3]=1[C:4]#[N:5].C1C(=O)N([Br:18])C(=O)C1.C(OOC(=O)C1C=CC=CC=1)(=O)C1C=CC=CC=1, predict the reaction product. The product is: [Cl:1][C:2]1[CH:9]=[CH:8][CH:7]=[C:6]([CH2:10][Br:18])[C:3]=1[C:4]#[N:5]. (2) Given the reactants [CH2:1]([O:8][C:9]1[CH:26]=[CH:25][C:12]([C:13]([NH:15][CH2:16][C:17]2([OH:24])[CH2:22][CH2:21][C:20](=O)[CH2:19][CH2:18]2)=[O:14])=[CH:11][CH:10]=1)[C:2]1[CH:7]=[CH:6][CH:5]=[CH:4][CH:3]=1.[CH2:27](P(=O)(OCC)OCC)[C:28]1[CH:33]=[CH:32][CH:31]=[CH:30][CH:29]=1.[H-].[Na+], predict the reaction product. The product is: [CH:27](=[C:20]1[CH2:19][CH2:18][C:17]([CH2:16][NH:15][C:13](=[O:14])[C:12]2[CH:25]=[CH:26][C:9]([O:8][CH2:1][C:2]3[CH:7]=[CH:6][CH:5]=[CH:4][CH:3]=3)=[CH:10][CH:11]=2)([OH:24])[CH2:22][CH2:21]1)[C:28]1[CH:33]=[CH:32][CH:31]=[CH:30][CH:29]=1.